Predict the reactants needed to synthesize the given product. From a dataset of Full USPTO retrosynthesis dataset with 1.9M reactions from patents (1976-2016). The reactants are: [N:1]1([CH2:6][CH2:7][N:8]2[C:13](=[O:14])[N:12](COCC3C=CC=CC=3)[C:11](=[O:24])[C:10]([O:25]CC3C=CC=CC=3)=[N:9]2)[CH:5]=[CH:4][CH:3]=[CH:2]1.B(Br)(Br)Br. Given the product [N:1]1([CH2:6][CH2:7][N:8]2[C:13](=[O:14])[NH:12][C:11](=[O:24])[C:10]([OH:25])=[N:9]2)[CH:2]=[CH:3][CH:4]=[CH:5]1, predict the reactants needed to synthesize it.